This data is from Catalyst prediction with 721,799 reactions and 888 catalyst types from USPTO. The task is: Predict which catalyst facilitates the given reaction. (1) Reactant: [Cl:1][C:2]1[N:7]=[C:6](Cl)[C:5]([N+:9]([O-:11])=[O:10])=[CH:4][N:3]=1.CCN(C(C)C)C(C)C.[NH2:21][C@H:22]1[CH2:27][CH2:26][C@H:25]([OH:28])[CH2:24][CH2:23]1. Product: [Cl:1][C:2]1[N:7]=[C:6]([NH:21][C@H:22]2[CH2:27][CH2:26][C@H:25]([OH:28])[CH2:24][CH2:23]2)[C:5]([N+:9]([O-:11])=[O:10])=[CH:4][N:3]=1. The catalyst class is: 2. (2) Reactant: C1(S([N:10]2[C:14]3[N:15]=[CH:16][N:17]=[C:18](Cl)[C:13]=3[C:12](I)=[CH:11]2)(=O)=O)C=CC=CC=1.[S:21]1[CH:25]=[CH:24][CH:23]=[C:22]1B(O)O.[NH2:29][C:30]1[CH:31]=[C:32]([C:36]#[CH:37])[CH:33]=[CH:34][CH:35]=1. Product: [C:36]([C:32]1[CH:31]=[C:30]([NH:29][C:18]2[C:13]3[C:12]([C:22]4[S:21][CH:25]=[CH:24][CH:23]=4)=[CH:11][NH:10][C:14]=3[N:15]=[CH:16][N:17]=2)[CH:35]=[CH:34][CH:33]=1)#[CH:37]. The catalyst class is: 5. (3) Reactant: [CH3:1][O:2][C:3]1[CH:8]=[CH:7][C:6]([CH2:9][C:10](O)=[O:11])=[C:5]([C:13](=O)[C:14]2[CH:19]=[CH:18][C:17]([N+:20]([O-:22])=[O:21])=[CH:16][CH:15]=2)[CH:4]=1.O.[NH2:25][NH2:26].O. Product: [CH3:1][O:2][C:3]1[CH:8]=[CH:7][C:6]2[CH2:9][C:10](=[O:11])[NH:25][N:26]=[C:13]([C:14]3[CH:19]=[CH:18][C:17]([N+:20]([O-:22])=[O:21])=[CH:16][CH:15]=3)[C:5]=2[CH:4]=1. The catalyst class is: 7. (4) Reactant: C([O:8][CH2:9][C:10]([NH:12][C:13]1[CH:18]=[CH:17][C:16]([O:19][C:20](=[O:30])[CH2:21][O:22]CC2C=CC=CC=2)=[CH:15][CH:14]=1)=[O:11])C1C=CC=CC=1. Product: [OH:22][CH2:21][C:20]([O:19][C:16]1[CH:15]=[CH:14][C:13]([NH:12][C:10](=[O:11])[CH2:9][OH:8])=[CH:18][CH:17]=1)=[O:30]. The catalyst class is: 19. (5) Reactant: [C:1]([O:5][C:6](=[O:13])[NH:7][C@H:8]1[CH2:11][C@@H:10]([OH:12])[CH2:9]1)([CH3:4])([CH3:3])[CH3:2].[H-].[Na+].[CH2:16](Br)[C:17]1[CH:22]=[CH:21][CH:20]=[CH:19][CH:18]=1. Product: [C:1]([O:5][C:6](=[O:13])[NH:7][C@H:8]1[CH2:11][C@@H:10]([O:12][CH2:16][C:17]2[CH:22]=[CH:21][CH:20]=[CH:19][CH:18]=2)[CH2:9]1)([CH3:4])([CH3:2])[CH3:3]. The catalyst class is: 1.